Dataset: Catalyst prediction with 721,799 reactions and 888 catalyst types from USPTO. Task: Predict which catalyst facilitates the given reaction. Reactant: [CH3:1][O:2][N:3]=[C:4]([C:7]1[C:12]([Cl:13])=[CH:11][C:10]([Cl:14])=[CH:9][N:8]=1)[CH2:5]Br.[CH:15]1([NH2:18])[CH2:17][CH2:16]1.O. Product: [CH3:1][O:2][N:3]=[C:4]([C:7]1[C:12]([Cl:13])=[CH:11][C:10]([Cl:14])=[CH:9][N:8]=1)[CH2:5][NH:18][CH:15]1[CH2:17][CH2:16]1. The catalyst class is: 10.